This data is from Catalyst prediction with 721,799 reactions and 888 catalyst types from USPTO. The task is: Predict which catalyst facilitates the given reaction. Reactant: [CH3:1][C:2]1[O:6][C:5]([C:7]([NH:9][C:10]([C:13]2[N:19]([CH3:20])[C:17](=[O:18])[C:16]([OH:21])=[C:15]([C:22]([NH:24][CH2:25][C:26]3[CH:27]=[CH:28][C:29]([F:32])=[CH:30][CH:31]=3)=[O:23])[N:14]=2)([CH3:12])[CH3:11])=[O:8])=[N:4][N:3]=1.[OH-].[Ca+2:34].[OH-]. Product: [CH3:1][C:2]1[O:6][C:5]([C:7]([NH:9][C:10]([C:13]2[N:19]([CH3:20])[C:17](=[O:18])[C:16]([OH:21])=[C:15]([C:22]([NH:24][CH2:25][C:26]3[CH:27]=[CH:28][C:29]([F:32])=[CH:30][CH:31]=3)=[O:23])[N:14]=2)([CH3:12])[CH3:11])=[O:8])=[N:4][N:3]=1.[Ca:34]. The catalyst class is: 30.